Dataset: Full USPTO retrosynthesis dataset with 1.9M reactions from patents (1976-2016). Task: Predict the reactants needed to synthesize the given product. (1) Given the product [CH3:8][O:9][C:10](=[O:18])[C:11]1[CH:16]=[CH:15][CH:14]=[C:13]([NH:17][C:26]2[CH:31]=[CH:30][C:29]([Cl:32])=[CH:28][N:27]=2)[CH:12]=1, predict the reactants needed to synthesize it. The reactants are: C1(C)C=CC=CC=1.[CH3:8][O:9][C:10](=[O:18])[C:11]1[CH:16]=[CH:15][CH:14]=[C:13]([NH2:17])[CH:12]=1.CC(C)([O-])C.[Na+].Cl[C:26]1[CH:31]=[CH:30][C:29]([Cl:32])=[CH:28][N:27]=1. (2) Given the product [NH2:46][CH2:47][CH2:48][CH2:49][C:50]([NH:1][C@@H:2]1[CH2:7][CH2:6][CH2:5][N:4]([CH2:8][C:9]2[C:18]([Cl:19])=[C:17]3[C:12]([C:13](=[O:34])[N:14]([CH2:21][C:22]4[CH:27]=[C:26]([Cl:28])[CH:25]=[CH:24][C:23]=4[S:29]([CH2:32][CH3:33])(=[O:31])=[O:30])[C:15](=[O:20])[NH:16]3)=[CH:11][C:10]=2[C:35]([F:36])([F:37])[F:38])[CH2:3]1)=[O:51], predict the reactants needed to synthesize it. The reactants are: [NH2:1][C@@H:2]1[CH2:7][CH2:6][CH2:5][N:4]([CH2:8][C:9]2[C:18]([Cl:19])=[C:17]3[C:12]([C:13](=[O:34])[N:14]([CH2:21][C:22]4[CH:27]=[C:26]([Cl:28])[CH:25]=[CH:24][C:23]=4[S:29]([CH2:32][CH3:33])(=[O:31])=[O:30])[C:15](=[O:20])[NH:16]3)=[CH:11][C:10]=2[C:35]([F:38])([F:37])[F:36])[CH2:3]1.CC(OC([NH:46][CH2:47][CH2:48][CH2:49][C:50](O)=[O:51])=O)(C)C. (3) Given the product [NH2:1][CH2:4][CH2:5][O:6][CH2:7][CH2:8][O:9][CH2:10][CH2:11][O:12][CH2:13][C:14]#[CH:15], predict the reactants needed to synthesize it. The reactants are: [N:1]([CH2:4][CH2:5][O:6][CH2:7][CH2:8][O:9][CH2:10][CH2:11][O:12][CH2:13][C:14]#[CH:15])=[N+]=[N-].O.[Na+].[Cl-].C(Cl)Cl. (4) Given the product [CH3:46][C:47]1[N:52]=[C:51]([C:53]([OH:55])=[O:54])[C:50]([N:57]2[CH:61]=[C:60]([C:62]([F:64])([F:63])[F:65])[N:59]=[CH:58]2)=[CH:49][CH:48]=1, predict the reactants needed to synthesize it. The reactants are: FC(F)(F)C1N=CNC=1.IC1C(C(OC)=O)=NC(C)=CC=1.COC1C2C(=C3C(=CC=2)C(OC)=CC=N3)N=CC=1.C(=O)([O-])[O-].[Cs+].[Cs+].[CH3:46][C:47]1[N:52]=[C:51]([C:53]([O:55]C)=[O:54])[C:50]([N:57]2[CH:61]=[C:60]([C:62]([F:65])([F:64])[F:63])[N:59]=[CH:58]2)=[CH:49][CH:48]=1. (5) Given the product [CH2:19]([N:3]([CH2:1][CH3:2])[C:4](=[O:18])[C:5]1[CH:10]=[CH:9][C:8]([CH2:11][CH3:12])=[CH:7][C:6]=1[O:13][C:14]([F:16])([F:15])[F:17])[CH3:20], predict the reactants needed to synthesize it. The reactants are: [CH2:1]([N:3]([CH2:19][CH3:20])[C:4](=[O:18])[C:5]1[CH:10]=[CH:9][C:8]([CH:11]=[CH2:12])=[CH:7][C:6]=1[O:13][C:14]([F:17])([F:16])[F:15])[CH3:2].[H][H]. (6) Given the product [Cl:1][C:2]1[CH:3]=[C:4]([CH:8]=[CH:9][C:10]=1[N+:11]([O-:13])=[O:12])[C:5]([Cl:16])=[O:6], predict the reactants needed to synthesize it. The reactants are: [Cl:1][C:2]1[CH:3]=[C:4]([CH:8]=[CH:9][C:10]=1[N+:11]([O-:13])=[O:12])[C:5](O)=[O:6].S(Cl)([Cl:16])=O. (7) Given the product [NH2:13][CH:12]1[CH:8]([C:4]2[CH:5]=[CH:6][CH:7]=[C:2]([F:1])[CH:3]=2)[CH2:9][N:10]([C:23]([O:25][C:26]([CH3:29])([CH3:28])[CH3:27])=[O:24])[CH2:11]1, predict the reactants needed to synthesize it. The reactants are: [F:1][C:2]1[CH:3]=[C:4]([C@H:8]2[C@H:12]([NH:13]C(OCC[Si](C)(C)C)=O)[CH2:11][N:10]([C:23]([O:25][C:26]([CH3:29])([CH3:28])[CH3:27])=[O:24])[CH2:9]2)[CH:5]=[CH:6][CH:7]=1.[F-].C([N+](CCCC)(CCCC)CCCC)CCC.